From a dataset of NCI-60 drug combinations with 297,098 pairs across 59 cell lines. Regression. Given two drug SMILES strings and cell line genomic features, predict the synergy score measuring deviation from expected non-interaction effect. Drug 1: CN(C)C(=N)N=C(N)N. Drug 2: CN1C(=O)N2C=NC(=C2N=N1)C(=O)N. Cell line: HT29. Synergy scores: CSS=0.735, Synergy_ZIP=3.42, Synergy_Bliss=2.53, Synergy_Loewe=-4.74, Synergy_HSA=-1.49.